Dataset: Full USPTO retrosynthesis dataset with 1.9M reactions from patents (1976-2016). Task: Predict the reactants needed to synthesize the given product. (1) Given the product [CH2:33]([NH:39][C:29]([NH:1][C:2]1[CH:10]=[CH:9][CH:8]=[C:7]2[C:3]=1[C:4]1([C:24]3[C:15](=[CH:16][C:17]4[O:22][CH2:21][CH2:20][O:19][C:18]=4[CH:23]=3)[O:14][CH2:13]1)[C:5](=[O:12])[N:6]2[CH3:11])=[O:28])[CH2:34][CH2:35][CH2:36][CH2:37][CH3:38], predict the reactants needed to synthesize it. The reactants are: [NH2:1][C:2]1[CH:10]=[CH:9][CH:8]=[C:7]2[C:3]=1[C:4]1([C:24]3[C:15](=[CH:16][C:17]4[O:22][CH2:21][CH2:20][O:19][C:18]=4[CH:23]=3)[O:14][CH2:13]1)[C:5](=[O:12])[N:6]2[CH3:11].ClC([O:28][C:29](Cl)(Cl)Cl)=O.[CH2:33]([NH2:39])[CH2:34][CH2:35][CH2:36][CH2:37][CH3:38].C(N(CC)CC)C. (2) Given the product [C:19](=[O:20])([O:21][CH:22]([CH3:24])[CH3:23])[O:10][C:8]1[CH:9]=[C:2]([Cl:1])[C:3]([CH:4]=[O:5])=[C:6]([Cl:11])[CH:7]=1, predict the reactants needed to synthesize it. The reactants are: [Cl:1][C:2]1[CH:9]=[C:8]([OH:10])[CH:7]=[C:6]([Cl:11])[C:3]=1[CH:4]=[O:5].N1C=CC=CC=1.Cl[C:19]([O:21][CH:22]([CH3:24])[CH3:23])=[O:20]. (3) Given the product [CH3:1][O:2][C:3]1[CH:4]=[CH:5][C:6]([CH2:7][N:8]2[C:12]3=[N:13][CH:14]=[CH:15][C:16]([O:17][C:18]4[C:19]([F:28])=[CH:20][C:21]([NH2:25])=[C:22]([Cl:24])[CH:23]=4)=[C:11]3[C:10]([I:29])=[N:9]2)=[CH:30][CH:31]=1, predict the reactants needed to synthesize it. The reactants are: [CH3:1][O:2][C:3]1[CH:31]=[CH:30][C:6]([CH2:7][N:8]2[C:12]3=[N:13][CH:14]=[CH:15][C:16]([O:17][C:18]4[CH:23]=[C:22]([Cl:24])[C:21]([N+:25]([O-])=O)=[CH:20][C:19]=4[F:28])=[C:11]3[C:10]([I:29])=[N:9]2)=[CH:5][CH:4]=1.CCO. (4) Given the product [Si:20]([O:9][CH2:8][C@@H:7]1[C@H:3]([CH2:1][CH3:2])[CH2:4][C:5](=[O:10])[CH2:6]1)([C:16]([CH3:19])([CH3:18])[CH3:17])([CH3:22])[CH3:21], predict the reactants needed to synthesize it. The reactants are: [CH2:1]([C@H:3]1[C@@H:7]([CH2:8][OH:9])[CH2:6][C:5](=[O:10])[CH2:4]1)[CH3:2].N1C=CN=C1.[C:16]([Si:20](Cl)([CH3:22])[CH3:21])([CH3:19])([CH3:18])[CH3:17].CCCCCCC. (5) Given the product [Si:1]([O:18][CH2:19][C@H:20]1[C@H:24]([C:25]2[CH:26]=[CH:27][C:28]([O:31][CH3:32])=[CH:29][CH:30]=2)[O:23][C:22](=[O:33])[N:21]1[C:39]1[CH:40]=[C:35]([Cl:34])[N:36]=[C:37]([N:42]2[CH2:47][CH2:46][O:45][CH2:44][CH2:43]2)[N:38]=1)([C:14]([CH3:17])([CH3:16])[CH3:15])([C:2]1[CH:7]=[CH:6][CH:5]=[CH:4][CH:3]=1)[C:8]1[CH:9]=[CH:10][CH:11]=[CH:12][CH:13]=1, predict the reactants needed to synthesize it. The reactants are: [Si:1]([O:18][CH2:19][C@H:20]1[C@H:24]([C:25]2[CH:30]=[CH:29][C:28]([O:31][CH3:32])=[CH:27][CH:26]=2)[O:23][C:22](=[O:33])[NH:21]1)([C:14]([CH3:17])([CH3:16])[CH3:15])([C:8]1[CH:13]=[CH:12][CH:11]=[CH:10][CH:9]=1)[C:2]1[CH:7]=[CH:6][CH:5]=[CH:4][CH:3]=1.[Cl:34][C:35]1[CH:40]=[C:39](Cl)[N:38]=[C:37]([N:42]2[CH2:47][CH2:46][O:45][CH2:44][CH2:43]2)[N:36]=1.C([O-])([O-])=O.[Cs+].[Cs+].C([O-])(O)=O.[Na+]. (6) Given the product [CH2:1]([C@H:8]1[CH2:9][N:10]([C:14]2[CH:22]=[C:21]3[C:17]([C:18]([CH2:27][CH3:28])=[N:19][N:20]3[CH:23]3[CH2:24][CH2:25][CH2:26]3)=[CH:16][CH:15]=2)[CH2:11][CH2:12][N:13]1[C:32](=[O:31])[CH2:33][C:34]1[NH:38][CH:37]=[N:36][N:35]=1)[C:2]1[CH:3]=[CH:4][CH:5]=[CH:6][CH:7]=1, predict the reactants needed to synthesize it. The reactants are: [CH2:1]([CH:8]1[NH:13][CH2:12][CH2:11][N:10]([C:14]2[CH:22]=[C:21]3[C:17]([C:18]([CH2:27][CH3:28])=[N:19][N:20]3[CH:23]3[CH2:26][CH2:25][CH2:24]3)=[CH:16][CH:15]=2)[CH2:9]1)[C:2]1[CH:7]=[CH:6][CH:5]=[CH:4][CH:3]=1.C([O:31][C:32](=O)[CH2:33][C:34]1[NH:38][CH:37]=[N:36][N:35]=1)C. (7) Given the product [F:29][C:25]1[CH:24]=[C:23]([CH:28]=[CH:27][CH:26]=1)[CH2:22][N:18]1[C:19]2[C:15](=[CH:14][C:13]([NH:12][C:4]3[C:3]4[C:8](=[CH:9][CH:10]=[CH:11][C:2]=4[O:32][C@@H:31]([CH3:33])[C:30]([O:35][CH3:36])=[O:34])[N:7]=[CH:6][N:5]=3)=[CH:21][CH:20]=2)[CH:16]=[N:17]1, predict the reactants needed to synthesize it. The reactants are: F[C:2]1[CH:11]=[CH:10][CH:9]=[C:8]2[C:3]=1[C:4]([NH:12][C:13]1[CH:14]=[C:15]3[C:19](=[CH:20][CH:21]=1)[N:18]([CH2:22][C:23]1[CH:28]=[CH:27][CH:26]=[C:25]([F:29])[CH:24]=1)[N:17]=[CH:16]3)=[N:5][CH:6]=[N:7]2.[C:30]([O:35][CH3:36])(=[O:34])[C@@H:31]([CH3:33])[OH:32]. (8) Given the product [NH2:25][C:26]1[C:27]([C:33]([NH:35][CH3:36])=[O:34])=[N:28][C:29]([C:12]2[CH:13]=[CH:14][CH:15]=[C:10]([NH:9][CH2:8][CH2:7][C:1]3[CH:2]=[CH:3][CH:4]=[CH:5][CH:6]=3)[CH:11]=2)=[CH:30][N:31]=1, predict the reactants needed to synthesize it. The reactants are: [C:1]1([CH2:7][CH2:8][NH:9][C:10]2[CH:15]=[CH:14][CH:13]=[C:12](B3OC(C)(C)C(C)(C)O3)[CH:11]=2)[CH:6]=[CH:5][CH:4]=[CH:3][CH:2]=1.[NH2:25][C:26]1[C:27]([C:33]([NH:35][CH3:36])=[O:34])=[N:28][C:29](Br)=[CH:30][N:31]=1.